This data is from Forward reaction prediction with 1.9M reactions from USPTO patents (1976-2016). The task is: Predict the product of the given reaction. (1) Given the reactants [N:1]1C=CC=C[CH:2]=1.[C:7]([C:15]#[N:16])(=O)[C:8]1[CH:13]=[CH:12][CH:11]=[CH:10][CH:9]=1.[CH3:17][CH2:18][CH2:19][CH2:20][CH2:21][CH3:22].C(Cl)Cl, predict the reaction product. The product is: [C-:2]#[N:1].[C-:15]#[N:16].[C:8]1([CH:7]=[CH:15][C:19]2[CH:18]=[CH:17][CH:22]=[CH:21][CH:20]=2)[CH:13]=[CH:12][CH:11]=[CH:10][CH:9]=1. (2) Given the reactants [OH:1][C:2]1[C:9]([CH3:10])=[CH:8][C:5]([C:6]#[N:7])=[CH:4][C:3]=1[CH3:11].[H-].[Na+].[CH2:14]([N:21]1[C:25]2[N:26]=[C:27]([NH2:31])[N:28]=[C:29](Cl)[C:24]=2[CH:23]=[CH:22]1)[C:15]1[CH:20]=[CH:19][CH:18]=[CH:17][CH:16]=1, predict the reaction product. The product is: [NH2:31][C:27]1[N:28]=[C:29]([O:1][C:2]2[C:3]([CH3:11])=[CH:4][C:5]([C:6]#[N:7])=[CH:8][C:9]=2[CH3:10])[C:24]2[CH:23]=[CH:22][N:21]([CH2:14][C:15]3[CH:16]=[CH:17][CH:18]=[CH:19][CH:20]=3)[C:25]=2[N:26]=1. (3) Given the reactants [Cl:1][C:2]1[C:3]([C:24]2[CH:29]=[C:28]([F:30])[CH:27]=[CH:26][C:25]=2[O:31][CH3:32])=[C:4]2[CH:10]=[C:9]([C:11]3[CH2:16][CH2:15][N:14]([C:17](OC(C)(C)C)=O)[CH2:13][CH:12]=3)[NH:8][C:5]2=[N:6][CH:7]=1.F[C:34](F)(F)C(O)=O, predict the reaction product. The product is: [Cl:1][C:2]1[C:3]([C:24]2[CH:29]=[C:28]([F:30])[CH:27]=[CH:26][C:25]=2[O:31][CH3:32])=[C:4]2[CH:10]=[C:9]([C:11]3[CH2:16][CH2:15][N:14]([CH2:17][CH3:34])[CH2:13][CH:12]=3)[NH:8][C:5]2=[N:6][CH:7]=1. (4) Given the reactants CON(C)[C:4]([C:6]1[C:7]([CH3:31])=[C:8]2[C:13]([NH:14][C:15]3[CH:20]=[CH:19][C:18]([O:21][C:22]4[CH:27]=[CH:26][CH:25]=[CH:24][CH:23]=4)=[CH:17][CH:16]=3)=[C:12]([C:28]#[N:29])[CH:11]=[N:10][N:9]2[CH:30]=1)=[O:5].[C:33]([Mg]Br)#[CH:34], predict the reaction product. The product is: [CH3:31][C:7]1[C:6]([C:4](=[O:5])[C:33]#[CH:34])=[CH:30][N:9]2[C:8]=1[C:13]([NH:14][C:15]1[CH:16]=[CH:17][C:18]([O:21][C:22]3[CH:27]=[CH:26][CH:25]=[CH:24][CH:23]=3)=[CH:19][CH:20]=1)=[C:12]([C:28]#[N:29])[CH:11]=[N:10]2. (5) Given the reactants [Br:1][C:2]1[CH:24]=[CH:23][C:22]([F:25])=[CH:21][C:3]=1[O:4][CH:5]1[CH2:10][CH2:9][N:8]([C:11]2[CH:15]=[C:14]([C:16]3[NH:20][N:19]=[N:18][N:17]=3)[O:13][N:12]=2)[CH2:7][CH2:6]1.Br[CH2:27][C:28]([O:30][CH2:31][CH3:32])=[O:29].C(N(CC)CC)C, predict the reaction product. The product is: [Br:1][C:2]1[CH:24]=[CH:23][C:22]([F:25])=[CH:21][C:3]=1[O:4][CH:5]1[CH2:10][CH2:9][N:8]([C:11]2[CH:15]=[C:14]([C:16]3[N:17]=[N:18][N:19]([CH2:27][C:28]([O:30][CH2:31][CH3:32])=[O:29])[N:20]=3)[O:13][N:12]=2)[CH2:7][CH2:6]1. (6) Given the reactants [NH2:1][C:2](=[O:16])[C@@H:3]([NH:5][C:6]1[N:11]=[C:10](Cl)[N:9]=[C:8]([C:13]([NH2:15])=[O:14])[CH:7]=1)[CH3:4].CC1(C)C(C)(C)OB([C:25]2[CH:30]=[CH:29][C:28]([O:31][C:32]3[CH:37]=[CH:36][C:35]([C:38]([F:41])([F:40])[F:39])=[CH:34][CH:33]=3)=[CH:27][CH:26]=2)O1.C([O-])([O-])=O.[Na+].[Na+], predict the reaction product. The product is: [NH2:1][C:2](=[O:16])[C@@H:3]([NH:5][C:6]1[N:11]=[C:10]([C:25]2[CH:26]=[CH:27][C:28]([O:31][C:32]3[CH:37]=[CH:36][C:35]([C:38]([F:39])([F:40])[F:41])=[CH:34][CH:33]=3)=[CH:29][CH:30]=2)[N:9]=[C:8]([C:13]([NH2:15])=[O:14])[CH:7]=1)[CH3:4]. (7) Given the reactants [Cl:1][C:2]1[CH:3]=[C:4]([CH:14]=[CH:15][C:16]=1[CH2:17][CH3:18])[S:5][C:6]1[CH:13]=[CH:12][C:9]([C:10]#[N:11])=[CH:8][CH:7]=1.C1COCC1.[H-].[Al+3].[Li+].[H-].[H-].[H-].[OH-].[Na+], predict the reaction product. The product is: [Cl:1][C:2]1[CH:3]=[C:4]([CH:14]=[CH:15][C:16]=1[CH2:17][CH3:18])[S:5][C:6]1[CH:13]=[CH:12][C:9]([CH2:10][NH2:11])=[CH:8][CH:7]=1. (8) Given the reactants Cl[C:2]([O:4][CH2:5][CH3:6])=[O:3].[IH:7].[CH3:8][N:9]1[CH2:13][CH2:12][N:11]=[C:10]1[NH:14][NH2:15], predict the reaction product. The product is: [IH:7].[CH2:5]([O:4][C:2]([NH:15][NH:14][C:10]1[N:9]([CH3:8])[CH2:13][CH2:12][N:11]=1)=[O:3])[CH3:6]. (9) Given the reactants [C:1]([OH:7])(=[O:6])[C:2]([CH3:5])([CH3:4])[CH3:3].C(=O)([O-])O.[Na+].Cl.Cl[CH2:15][C:16]([C:18]1[CH:19]=[N:20][CH:21]=[CH:22][CH:23]=1)=[O:17].O, predict the reaction product. The product is: [CH3:3][C:2]([CH3:5])([CH3:4])[C:1]([O:7][CH2:15][C:16](=[O:17])[C:18]1[CH:19]=[N:20][CH:21]=[CH:22][CH:23]=1)=[O:6]. (10) Given the reactants [C:1]([Si:5]([CH3:36])([CH3:35])[O:6][C:7]1[CH:34]=[CH:33][C:10]2[C:11]3[C:20](=[O:21])[O:19][C:18]4[C:13](=[CH:14][CH:15]=[C:16]([O:22][Si:23]([C:26]([CH3:29])([CH3:28])[CH3:27])([CH3:25])[CH3:24])[CH:17]=4)[C:12]=3[CH2:30][CH2:31][O:32][C:9]=2[CH:8]=1)([CH3:4])([CH3:3])[CH3:2].CC(C[Al]CC(C)C)C.CO, predict the reaction product. The product is: [C:1]([Si:5]([CH3:35])([CH3:36])[O:6][C:7]1[CH:34]=[CH:33][C:10]2[C:11]3[CH:20]([OH:21])[O:19][C:18]4[C:13](=[CH:14][CH:15]=[C:16]([O:22][Si:23]([C:26]([CH3:27])([CH3:28])[CH3:29])([CH3:24])[CH3:25])[CH:17]=4)[C:12]=3[CH2:30][CH2:31][O:32][C:9]=2[CH:8]=1)([CH3:2])([CH3:3])[CH3:4].